From a dataset of Reaction yield outcomes from USPTO patents with 853,638 reactions. Predict the reaction yield, written as a fraction of the theoretical maximum amount of product (1.0 means a 100% yield; for example, 0.34 means a 34% yield). (1) The reactants are [NH:1]1[C:10]2[C:5](=[CH:6][CH:7]=[CH:8][CH:9]=2)[N:4]=[CH:3][C:2]1=[O:11].[Br:12]Br. The catalyst is CC(O)=O. The product is [Br:12][C:8]1[CH:9]=[C:10]2[C:5]([N:4]=[CH:3][C:2](=[O:11])[NH:1]2)=[CH:6][CH:7]=1. The yield is 0.880. (2) The reactants are [Cl:1][C:2]1[C:7](I)=[C:6]([NH2:9])[CH:5]=[CH:4][N:3]=1.[C:10]1([SH:16])[CH:15]=[CH:14][CH:13]=[CH:12][CH:11]=1.C(O)CO.C(=O)([O-])[O-].[K+].[K+]. The catalyst is [Cu]I.C(O)(C)C. The product is [Cl:1][C:2]1[C:7]([S:16][C:10]2[CH:15]=[CH:14][CH:13]=[CH:12][CH:11]=2)=[C:6]([NH2:9])[CH:5]=[CH:4][N:3]=1. The yield is 0.910. (3) The reactants are [C:1]([NH:4][CH2:5][CH2:6][CH2:7][C@:8]([C@@H:24]1[CH2:29][CH2:28][CH2:27][N:26]([C:30]([O:32][C:33]([CH3:36])([CH3:35])[CH3:34])=[O:31])[CH2:25]1)([C:10]1[CH:11]=[C:12]([C:17]2[CH:22]=[CH:21][CH:20]=[C:19]([CH3:23])[CH:18]=2)[C:13]([F:16])=[CH:14][CH:15]=1)O)(=[O:3])[CH3:2].CC[N+](S(N=C(OC)[O-])(=O)=O)(CC)CC. The catalyst is C1(C)C=CC=CC=1. The product is [C:1]([NH:4][CH2:5][CH2:6][CH:7]=[C:8]([C@@H:24]1[CH2:29][CH2:28][CH2:27][N:26]([C:30]([O:32][C:33]([CH3:36])([CH3:35])[CH3:34])=[O:31])[CH2:25]1)[C:10]1[CH:11]=[C:12]([C:17]2[CH:22]=[CH:21][CH:20]=[C:19]([CH3:23])[CH:18]=2)[C:13]([F:16])=[CH:14][CH:15]=1)(=[O:3])[CH3:2]. The yield is 0.300. (4) The reactants are [C:1]([O:5][C:6](=[O:19])[NH:7][CH2:8][CH2:9][CH2:10][CH2:11][C:12]1[CH:17]=[CH:16][C:15]([OH:18])=[CH:14][CH:13]=1)([CH3:4])([CH3:3])[CH3:2].C(=O)([O-])[O-].[K+].[K+].[I-].[Na+].Br[CH2:29][C:30]([O:32][CH3:33])=[O:31]. The catalyst is CN(C=O)C.C(OCC)(=O)C. The product is [CH3:33][O:32][C:30](=[O:31])[CH2:29][O:18][C:15]1[CH:14]=[CH:13][C:12]([CH2:11][CH2:10][CH2:9][CH2:8][NH:7][C:6]([O:5][C:1]([CH3:4])([CH3:2])[CH3:3])=[O:19])=[CH:17][CH:16]=1. The yield is 1.00. (5) The reactants are [Br:1][C:2]1[CH:13]=[CH:12][C:5]([CH2:6][CH:7]([C:10]#[N:11])[C:8]#[N:9])=[CH:4][CH:3]=1.[H-].[Na+].Br[CH2:17][CH2:18][C:19]([F:22])([F:21])[F:20]. The catalyst is CN(C)C=O. The product is [Br:1][C:2]1[CH:3]=[CH:4][C:5]([CH2:6][C:7]([CH2:17][CH2:18][C:19]([F:22])([F:21])[F:20])([C:8]#[N:9])[C:10]#[N:11])=[CH:12][CH:13]=1. The yield is 0.850. (6) The reactants are [F:1][C:2]1[CH:14]=[CH:13][C:5]([C:6]([CH2:8][C:9]([O:11][CH3:12])=[O:10])=O)=[CH:4][CH:3]=1.C1(C)C=CC([S:21]([N:24]=[N+:25]=[N-])(=O)=O)=CC=1.C(N(CC)CC)C.COC1C=CC(P2(SP(C3C=CC(OC)=CC=3)(=S)S2)=S)=CC=1. The catalyst is O1CCCC1.O.C(#N)C. The product is [F:1][C:2]1[CH:14]=[CH:13][C:5]([C:6]2[S:21][N:24]=[N:25][C:8]=2[C:9]([O:11][CH3:12])=[O:10])=[CH:4][CH:3]=1. The yield is 0.410. (7) The reactants are [C:1]([O:5][C:6]([N:8]1[CH2:12][CH2:11][C:10]([C:14]2[CH:19]=[CH:18][C:17]([F:20])=[C:16]([F:21])[CH:15]=2)([OH:13])[CH2:9]1)=[O:7])([CH3:4])([CH3:3])[CH3:2].[H-].[Na+].I[CH3:25]. The catalyst is O1CCCC1. The product is [F:21][C:16]1[CH:15]=[C:14]([C:10]2([O:13][CH3:25])[CH2:11][CH2:12][N:8]([C:6]([O:5][C:1]([CH3:4])([CH3:2])[CH3:3])=[O:7])[CH2:9]2)[CH:19]=[CH:18][C:17]=1[F:20]. The yield is 0.770.